Dataset: Catalyst prediction with 721,799 reactions and 888 catalyst types from USPTO. Task: Predict which catalyst facilitates the given reaction. (1) Reactant: [C:1]([NH:4][NH:5][C:6]([C:8]1[N:13]=[C:12]([N:14]2[CH2:18][CH2:17][CH2:16][CH:15]2[C:19]2[O:23][N:22]=[C:21]([C:24]3[CH:29]=[CH:28][CH:27]=[CH:26][N:25]=3)[CH:20]=2)[N:11]=[C:10]([NH:30][CH:31]2[CH:35]=[C:34]([CH3:36])[NH:33][N:32]2C(=O)C)[CH:9]=1)=[O:7])(=[O:3])[CH3:2].[OH-].[Na+]. Product: [C:1]([NH:4][NH:5][C:6]([C:8]1[N:13]=[C:12]([N:14]2[CH2:18][CH2:17][CH2:16][CH:15]2[C:19]2[O:23][N:22]=[C:21]([C:24]3[CH:29]=[CH:28][CH:27]=[CH:26][N:25]=3)[CH:20]=2)[N:11]=[C:10]([NH:30][C:31]2[CH:35]=[C:34]([CH3:36])[NH:33][N:32]=2)[CH:9]=1)=[O:7])(=[O:3])[CH3:2]. The catalyst class is: 5. (2) Reactant: N(C(OCC)=O)=NC(OCC)=O.[OH:13][C:14]1[C:15]([CH2:25][S:26]([C:29]2[CH:34]=[CH:33][CH:32]=[CH:31][CH:30]=2)(=[O:28])=[O:27])=[C:16]2[C:21](=[CH:22][CH:23]=1)[C:20](=[O:24])[CH2:19][CH2:18][CH2:17]2.[N:35]1([CH2:40][CH:41](O)[CH:42]([CH3:44])[CH3:43])[CH:39]=[CH:38][N:37]=[CH:36]1.C1(P(C2C=CC=CC=2)C2C=CC=CC=2)C=CC=CC=1. Product: [N:35]1([CH2:40][CH:41]([O:13][C:14]2[C:15]([CH2:25][S:26]([C:29]3[CH:34]=[CH:33][CH:32]=[CH:31][CH:30]=3)(=[O:28])=[O:27])=[C:16]3[C:21](=[CH:22][CH:23]=2)[C:20](=[O:24])[CH2:19][CH2:18][CH2:17]3)[CH:42]([CH3:44])[CH3:43])[CH:39]=[CH:38][N:37]=[CH:36]1. The catalyst class is: 7. (3) Reactant: Cl.Cl.[NH:3]1[CH2:6][CH:5]([C:7]2[C:8]([O:28][CH3:29])=[C:9]([CH:15]([N:17]3[C:21]4=[N:22][CH:23]=[N:24][C:25]([NH2:26])=[C:20]4[C:19]([CH3:27])=[N:18]3)[CH3:16])[CH:10]=[C:11]([Cl:14])[C:12]=2[CH3:13])[CH2:4]1.[O:30]1[CH2:35][CH2:34][C:33](=O)[CH2:32][CH2:31]1.C(N(CC)CC)C.C(O[BH-](OC(=O)C)OC(=O)C)(=O)C.[Na+]. Product: [Cl:14][C:11]1[C:12]([CH3:13])=[C:7]([CH:5]2[CH2:4][N:3]([CH:33]3[CH2:34][CH2:35][O:30][CH2:31][CH2:32]3)[CH2:6]2)[C:8]([O:28][CH3:29])=[C:9]([CH:15]([N:17]2[C:21]3=[N:22][CH:23]=[N:24][C:25]([NH2:26])=[C:20]3[C:19]([CH3:27])=[N:18]2)[CH3:16])[CH:10]=1. The catalyst class is: 2. (4) Reactant: [Br:1][C:2]1[CH:12]=[C:11]([F:13])[CH:10]=[CH:9][C:3]=1[O:4][CH2:5][C:6]([OH:8])=O.[CH:14]([NH:17][NH:18][C:19]([C:21]1[CH:25]=[CH:24][S:23][CH:22]=1)=[O:20])([CH3:16])[CH3:15].C(N(C(C)C)CC)(C)C.C1CN([P+](Br)(N2CCCC2)N2CCCC2)CC1.F[P-](F)(F)(F)(F)F. Product: [Br:1][C:2]1[CH:12]=[C:11]([F:13])[CH:10]=[CH:9][C:3]=1[O:4][CH2:5][C:6]([N:17]([CH:14]([CH3:16])[CH3:15])[NH:18][C:19]([C:21]1[CH:25]=[CH:24][S:23][CH:22]=1)=[O:20])=[O:8]. The catalyst class is: 3. (5) Reactant: N1C=CC=CC=1.CS(C)=O.[CH2:11]([C:13]1[C:14]([C:25]2[CH:26]=[CH:27][C:28]3[N:29]([CH:31]=[C:32]([CH2:34][OH:35])[N:33]=3)[CH:30]=2)=[N:15][C:16]([O:23][CH3:24])=[C:17]([CH:22]=1)[C:18]([O:20][CH3:21])=[O:19])[CH3:12].CCN(C(C)C)C(C)C. Product: [CH2:11]([C:13]1[C:14]([C:25]2[CH:26]=[CH:27][C:28]3[N:29]([CH:31]=[C:32]([CH:34]=[O:35])[N:33]=3)[CH:30]=2)=[N:15][C:16]([O:23][CH3:24])=[C:17]([CH:22]=1)[C:18]([O:20][CH3:21])=[O:19])[CH3:12]. The catalyst class is: 2.